Dataset: Full USPTO retrosynthesis dataset with 1.9M reactions from patents (1976-2016). Task: Predict the reactants needed to synthesize the given product. (1) Given the product [CH3:14][N:4]1[C:5]([C:6]2[CH:11]=[CH:10][C:9]([Br:12])=[CH:8][N:7]=2)=[N:1][N:2]=[N:3]1, predict the reactants needed to synthesize it. The reactants are: [NH:1]1[C:5]([C:6]2[CH:11]=[CH:10][C:9]([Br:12])=[CH:8][N:7]=2)=[N:4][N:3]=[N:2]1.I[CH3:14].[OH-].[K+]. (2) Given the product [CH:1]1([CH2:7][C@H:8]([NH:14][C:15](=[O:21])[O:16][C:17]([CH3:20])([CH3:19])[CH3:18])[CH2:9][NH:11][CH2:12][CH3:13])[CH2:2][CH2:3][CH2:4][CH2:5][CH2:6]1, predict the reactants needed to synthesize it. The reactants are: [CH:1]1([CH2:7][C@H:8]([NH:14][C:15](=[O:21])[O:16][C:17]([CH3:20])([CH3:19])[CH3:18])[C:9]([NH:11][CH2:12][CH3:13])=O)[CH2:6][CH2:5][CH2:4][CH2:3][CH2:2]1.COCCO[AlH2-]OCCOC.[Na+]. (3) Given the product [O:18]1[CH:13]=[CH:12][N:11]=[C:10]1[C:7]1[S:6][C:5]([C:3]([OH:2])=[O:4])=[CH:9][CH:8]=1, predict the reactants needed to synthesize it. The reactants are: C[O:2][C:3]([C:5]1[S:6][C:7]([C:10](=[O:18])[NH:11][CH2:12][CH:13](OC)OC)=[CH:8][CH:9]=1)=[O:4].FC(F)(F)C(O)=O.CC[N+](S(N=C(OC)[O-])(=O)=O)(CC)CC. (4) Given the product [ClH:1].[ClH:1].[CH3:29][NH:30][C:2]1[CH:11]=[CH:10][C:9]2[C:4](=[CH:5][C:6]([NH:12][C:13]3[CH:18]=[C:17]([C:19]4[CH:24]=[CH:23][C:22]([C:25]([F:26])([F:27])[F:28])=[CH:21][CH:20]=4)[N:16]=[CH:15][N:14]=3)=[CH:7][CH:8]=2)[N:3]=1, predict the reactants needed to synthesize it. The reactants are: [Cl:1][C:2]1[CH:11]=[CH:10][C:9]2[C:4](=[CH:5][C:6]([NH:12][C:13]3[CH:18]=[C:17]([C:19]4[CH:24]=[CH:23][C:22]([C:25]([F:28])([F:27])[F:26])=[CH:21][CH:20]=4)[N:16]=[CH:15][N:14]=3)=[CH:7][CH:8]=2)[N:3]=1.[CH3:29][NH2:30]. (5) Given the product [Cl:44][CH2:45][O:30][C:29]([C@:9]1([NH:8][C:6]([O:5][C:1]([CH3:4])([CH3:2])[CH3:3])=[O:7])[C@H:14]([CH2:15][S:16][C:17]2[CH:22]=[CH:21][C:20]([F:23])=[C:19]([CH3:24])[CH:18]=2)[C@@H:13]([OH:25])[C@@H:12]2[C@H:10]1[C@H:11]2[C:26]([O:28][CH2:41][Cl:42])=[O:27])=[O:31], predict the reactants needed to synthesize it. The reactants are: [C:1]([O:5][C:6]([NH:8][C@@:9]1([C:29]([OH:31])=[O:30])[C@H:14]([CH2:15][S:16][C:17]2[CH:22]=[CH:21][C:20]([F:23])=[C:19]([CH3:24])[CH:18]=2)[C@@H:13]([OH:25])[C@@H:12]2[C@H:10]1[C@H:11]2[C:26]([OH:28])=[O:27])=[O:7])([CH3:4])([CH3:3])[CH3:2].C(=O)(O)[O-].[Na+].S(Cl)(O[CH2:41][Cl:42])(=O)=O.[Cl:44][CH2:45]Cl. (6) Given the product [N:26]1([C:32]2[N:37]=[CH:36][C:35]([NH:38][C:9]([C:11]3[O:15][C:14]([C:16]4[CH:17]=[CH:18][CH:19]=[CH:20][CH:21]=4)=[N:13][C:12]=3[CH2:22][CH2:23][S:24][CH3:25])=[O:10])=[CH:34][CH:33]=2)[CH2:31][CH2:30][O:29][CH2:28][CH2:27]1, predict the reactants needed to synthesize it. The reactants are: O=C1CCC(=O)N1O[C:9]([C:11]1[O:15][C:14]([C:16]2[CH:21]=[CH:20][CH:19]=[CH:18][CH:17]=2)=[N:13][C:12]=1[CH2:22][CH2:23][S:24][CH3:25])=[O:10].[N:26]1([C:32]2[N:37]=[CH:36][C:35]([NH2:38])=[CH:34][CH:33]=2)[CH2:31][CH2:30][O:29][CH2:28][CH2:27]1. (7) Given the product [NH2:12][C:13]1[CH:14]=[CH:15][CH:16]=[C:17]2[C:22]=1[CH2:21][C@H:20]([OH:23])[CH2:19][CH2:18]2, predict the reactants needed to synthesize it. The reactants are: C1C2C(=CC=CC=2)[C@H](N)[C@@H]1O.[NH2:12][C:13]1[CH:14]=[CH:15][CH:16]=[C:17]2[C:22]=1[CH2:21][C:20](=[O:23])[CH2:19][CH2:18]2.[OH-].[K+]. (8) Given the product [CH3:12][CH:13]([CH3:31])[CH2:14][CH2:15][O:16][C:17]1[CH:22]=[CH:21][CH:20]=[C:19]([O:23][CH2:24][CH2:25][CH:26]([CH3:28])[CH3:27])[C:18]=1[C:29]1[C:10]2[NH:11][C:7]([CH:6]=[C:4]3[N:3]=[C:2]([C:51]([C:42]4[C:43]([O:44][CH2:15][CH2:14][CH:13]([CH3:31])[CH3:12])=[CH:45][CH:46]=[CH:47][C:41]=4[O:36][CH2:34][CH2:33][CH:17]([CH3:22])[CH3:18])=[C:2]4[NH:3][C:4](=[CH:6][C:7]5[CH:8]=[CH:9][C:10]=1[N:11]=5)[CH:5]=[CH:1]4)[CH:1]=[CH:5]3)=[CH:8][CH:9]=2, predict the reactants needed to synthesize it. The reactants are: [CH:1]1[CH:5]=[C:4]([CH2:6][C:7]2[NH:11][CH:10]=[CH:9][CH:8]=2)[NH:3][CH:2]=1.[CH3:12][CH:13]([CH3:31])[CH2:14][CH2:15][O:16][C:17]1[CH:22]=[CH:21][CH:20]=[C:19]([O:23][CH2:24][CH2:25][CH:26]([CH3:28])[CH3:27])[C:18]=1[CH:29]=O.F[C:33](F)(F)[C:34]([OH:36])=O.C([C:41]1[C:47](=O)[C:46](Cl)=[C:45](Cl)[C:43](=[O:44])[C:42]=1[C:51]#N)#N.